From a dataset of NCI-60 drug combinations with 297,098 pairs across 59 cell lines. Regression. Given two drug SMILES strings and cell line genomic features, predict the synergy score measuring deviation from expected non-interaction effect. Drug 1: C1=NNC2=C1C(=O)NC=N2. Drug 2: COCCOC1=C(C=C2C(=C1)C(=NC=N2)NC3=CC=CC(=C3)C#C)OCCOC.Cl. Cell line: CCRF-CEM. Synergy scores: CSS=-2.59, Synergy_ZIP=1.25, Synergy_Bliss=0.228, Synergy_Loewe=-0.898, Synergy_HSA=-2.31.